Task: Predict the reaction yield, written as a fraction of the theoretical maximum amount of product (1.0 means a 100% yield; for example, 0.34 means a 34% yield).. Dataset: Reaction yield outcomes from USPTO patents with 853,638 reactions (1) The reactants are [CH:1]([N:4]1[C:8]([C:9]2[N:18]=[C:17]3[N:11]([CH2:12][CH2:13][O:14][C:15]4[CH:22]=[C:21]([OH:23])[CH:20]=[CH:19][C:16]=43)[CH:10]=2)=[N:7][CH:6]=[N:5]1)([CH3:3])[CH3:2].[C:24]([O:29][C:30]([CH3:33])([CH3:32])[CH3:31])(=[O:28])[C@@H:25]([CH3:27])O.CO. The catalyst is C(Cl)Cl. The product is [C:30]([O:29][C:24](=[O:28])[C@@H:25]([O:23][C:21]1[CH:20]=[CH:19][C:16]2[C:17]3[N:11]([CH2:12][CH2:13][O:14][C:15]=2[CH:22]=1)[CH:10]=[C:9]([C:8]1[N:4]([CH:1]([CH3:3])[CH3:2])[N:5]=[CH:6][N:7]=1)[N:18]=3)[CH3:27])([CH3:33])([CH3:32])[CH3:31]. The yield is 0.620. (2) The reactants are [CH3:1][C:2]1([CH3:8])[CH2:7][O:6][CH2:5][CH2:4][NH:3]1.[CH3:9][C:10](C)=[O:11].C(=O)=O.C1OC1. The catalyst is CO. The product is [CH3:1][C:2]1([CH3:8])[CH2:7][O:6][CH2:5][CH2:4][N:3]1[CH2:9][CH2:10][OH:11]. The yield is 0.820. (3) The reactants are [F:1][C:2]([F:7])([F:6])[C:3]([OH:5])=[O:4].[F:8][C:9]([F:14])([F:13])[C:10]([OH:12])=[O:11].FC(F)(F)C(O)=O.[Cl:22][C:23]1[CH:24]=[N:25][C:26]2[NH:27][C:28]3[CH:29]=[N:30][CH:31]=[C:32]([CH:53]=3)[CH2:33][CH2:34][C:35]3[CH:43]=[C:39]([NH:40][C:41]=1[N:42]=2)[CH:38]=[CH:37][C:36]=3[O:44][CH2:45][CH2:46][CH:47]1[CH2:52][CH2:51][NH:50][CH2:49][CH2:48]1.[N:54]([C:57]1[CH:61]=[CH:60][O:59][C:58]=1[CH3:62])=[C:55]=[O:56]. No catalyst specified. The product is [F:1][C:2]([F:7])([F:6])[C:3]([OH:5])=[O:4].[F:8][C:9]([F:14])([F:13])[C:10]([OH:12])=[O:11].[Cl:22][C:23]1[CH:24]=[N:25][C:26]2[NH:27][C:28]3[CH:29]=[N:30][CH:31]=[C:32]([CH:53]=3)[CH2:33][CH2:34][C:35]3[CH:43]=[C:39]([NH:40][C:41]=1[N:42]=2)[CH:38]=[CH:37][C:36]=3[O:44][CH2:45][CH2:46][CH:47]1[CH2:48][CH2:49][N:50]([C:55]([NH:54][C:57]2[CH:61]=[CH:60][O:59][C:58]=2[CH3:62])=[O:56])[CH2:51][CH2:52]1. The yield is 0.0800. (4) The reactants are [Cl:1][C:2]1[CH:19]=[CH:18][C:5]([C:6]([NH:8][C:9](=O)[CH2:10][C:11]2[CH:16]=[CH:15][CH:14]=[CH:13][CH:12]=2)=S)=[CH:4][CH:3]=1.C([O-])(=O)C.[Na+].C(O)(=O)C.O1CCOCC1.[NH:35]([C:37]1[N:42]=[C:41]([C:43]2[CH:48]=[CH:47][CH:46]=[CH:45][N:44]=2)[N:40]=[C:39]([NH2:49])[N:38]=1)[NH2:36]. The catalyst is O. The product is [CH2:10]([C:9]1[N:35]([C:37]2[N:42]=[C:41]([C:43]3[CH:48]=[CH:47][CH:46]=[CH:45][N:44]=3)[N:40]=[C:39]([NH2:49])[N:38]=2)[N:36]=[C:6]([C:5]2[CH:18]=[CH:19][C:2]([Cl:1])=[CH:3][CH:4]=2)[N:8]=1)[C:11]1[CH:16]=[CH:15][CH:14]=[CH:13][CH:12]=1. The yield is 0.600. (5) The reactants are [F:1][C:2]([F:17])([F:16])[C:3]1[CH:8]=[CH:7][C:6]([C:9]2[CH:14]=[N:13][NH:12][C:11](=[O:15])[CH:10]=2)=[CH:5][CH:4]=1.Br[C:19]1[CH:20]=[CH:21][C:22]2[C:23]3[CH2:32][N:31]([C:33]([O:35][C:36]([CH3:39])([CH3:38])[CH3:37])=[O:34])[CH2:30][CH2:29][C:24]=3[N:25]([CH3:28])[C:26]=2[CH:27]=1. No catalyst specified. The product is [CH3:28][N:25]1[C:26]2[CH:27]=[C:19]([N:12]3[C:11](=[O:15])[CH:10]=[C:9]([C:6]4[CH:7]=[CH:8][C:3]([C:2]([F:1])([F:16])[F:17])=[CH:4][CH:5]=4)[CH:14]=[N:13]3)[CH:20]=[CH:21][C:22]=2[C:23]2[CH2:32][N:31]([C:33]([O:35][C:36]([CH3:39])([CH3:38])[CH3:37])=[O:34])[CH2:30][CH2:29][C:24]1=2. The yield is 0.300.